From a dataset of Reaction yield outcomes from USPTO patents with 853,638 reactions. Predict the reaction yield, written as a fraction of the theoretical maximum amount of product (1.0 means a 100% yield; for example, 0.34 means a 34% yield). The yield is 1.00. The catalyst is C1COCC1.O.CO. The product is [CH3:1][C:2]1[CH2:7][CH2:6][C@@H:5]([C:8]([OH:10])=[O:9])[CH2:4][CH:3]=1. The reactants are [CH3:1][C:2]1[CH2:7][CH2:6][C@@H:5]([C:8]([O:10][C@H]2C(C)(C)COC2=O)=[O:9])[CH2:4][CH:3]=1.O.[OH-].[Li+].Cl.